Dataset: TCR-epitope binding with 47,182 pairs between 192 epitopes and 23,139 TCRs. Task: Binary Classification. Given a T-cell receptor sequence (or CDR3 region) and an epitope sequence, predict whether binding occurs between them. (1) The epitope is RTLNAWVKV. The TCR CDR3 sequence is CAISDPGDTQYF. Result: 0 (the TCR does not bind to the epitope). (2) The epitope is YVLDHLIVV. The TCR CDR3 sequence is CSVVLAPVQEQFF. Result: 1 (the TCR binds to the epitope). (3) The epitope is IQYIDIGNY. The TCR CDR3 sequence is CATRTGGNQPQHF. Result: 1 (the TCR binds to the epitope).